This data is from Catalyst prediction with 721,799 reactions and 888 catalyst types from USPTO. The task is: Predict which catalyst facilitates the given reaction. (1) Reactant: Cl[C:2](=[O:8])[C:3]([O:5][CH2:6][CH3:7])=[O:4].[N+:9]([C:12]1[CH:13]=[C:14]([NH:27][C:28]([C:30]2[C:31]([C:36]3[CH:41]=[CH:40][C:39]([C:42]([F:45])([F:44])[F:43])=[CH:38][CH:37]=3)=[CH:32][CH:33]=[CH:34][CH:35]=2)=[O:29])[CH:15]=[CH:16][C:17]=1[NH:18][CH2:19][CH2:20][C:21]1[CH:26]=[CH:25][CH:24]=[CH:23][N:22]=1)([O-:11])=[O:10].C(N(CC)CC)C.C(OCC)(=O)C. Product: [N+:9]([C:12]1[CH:13]=[C:14]([NH:27][C:28]([C:30]2[CH:35]=[CH:34][CH:33]=[CH:32][C:31]=2[C:36]2[CH:41]=[CH:40][C:39]([C:42]([F:43])([F:44])[F:45])=[CH:38][CH:37]=2)=[O:29])[CH:15]=[CH:16][C:17]=1[N:18]([C:2](=[O:8])[C:3]([O:5][CH2:6][CH3:7])=[O:4])[CH2:19][CH2:20][C:21]1[CH:26]=[CH:25][CH:24]=[CH:23][N:22]=1)([O-:11])=[O:10]. The catalyst class is: 30. (2) Reactant: C(OC([NH:8][C:9]1[CH:10]=[C:11]([CH:16]=[C:17]([C:19]([CH3:22])([CH3:21])[CH3:20])[CH:18]=1)[C:12]([O:14][CH3:15])=[O:13])=O)(C)(C)C.[C:23](O)(C(F)(F)F)=O. Product: [NH2:8][C:9]1[CH:10]=[C:11]([CH:16]=[C:17]([C:19]([CH3:22])([CH3:21])[CH3:20])[CH:18]=1)[C:12]([O:14][CH2:15][CH3:23])=[O:13]. The catalyst class is: 2.